From a dataset of Full USPTO retrosynthesis dataset with 1.9M reactions from patents (1976-2016). Predict the reactants needed to synthesize the given product. (1) Given the product [NH2:5][C:4]1[C:3]2[C:2](=[N:9][CH:8]=[CH:7][CH:6]=2)[S:10][C:11]=1[C:12]([O:14][CH2:15][CH3:16])=[O:13], predict the reactants needed to synthesize it. The reactants are: Cl[C:2]1[N:9]=[CH:8][CH:7]=[CH:6][C:3]=1[C:4]#[N:5].[SH:10][CH2:11][C:12]([O:14][CH2:15][CH3:16])=[O:13].C(=O)([O-])[O-].[Na+].[Na+].O. (2) Given the product [Br:9][C:4]1[C:5]([NH2:8])=[N:6][CH:7]=[C:2]([Cl:1])[N:3]=1, predict the reactants needed to synthesize it. The reactants are: [Cl:1][C:2]1[N:3]=[CH:4][C:5]([NH2:8])=[N:6][CH:7]=1.[Br:9]N1C(=O)CCC1=O. (3) Given the product [Cl:1][C:2]1[CH:7]=[CH:6][C:5]([S:8]([CH:11]([C:12]2[CH:17]=[C:16]([F:18])[CH:15]=[CH:14][C:13]=2[F:19])[CH:23]2[CH2:24][CH2:25][S:20][CH2:21][CH2:22]2)(=[O:10])=[O:9])=[CH:4][CH:3]=1, predict the reactants needed to synthesize it. The reactants are: [Cl:1][C:2]1[CH:7]=[CH:6][C:5]([S:8]([CH2:11][C:12]2[CH:17]=[C:16]([F:18])[CH:15]=[CH:14][C:13]=2[F:19])(=[O:10])=[O:9])=[CH:4][CH:3]=1.[S:20]1[CH2:25][CH2:24][CH:23](O)[CH2:22][CH2:21]1.C(C=P(CCCC)(CCCC)CCCC)#N. (4) Given the product [CH:1]1([C:6]2[C:7]([OH:19])=[CH:8][C:9]([N+:16]([O-:18])=[O:17])=[C:10]([CH2:12][C:13]([O:15][CH3:24])=[O:14])[CH:11]=2)[CH2:5][CH2:4][CH2:3][CH2:2]1, predict the reactants needed to synthesize it. The reactants are: [CH:1]1([C:6]2[C:7]([OH:19])=[CH:8][C:9]([N+:16]([O-:18])=[O:17])=[C:10]([CH2:12][C:13]([OH:15])=[O:14])[CH:11]=2)[CH2:5][CH2:4][CH2:3][CH2:2]1.S(Cl)(Cl)=O.[CH3:24]O. (5) Given the product [F:26][C:27]1[CH:28]=[C:29]([CH:30]=[CH:31][C:32]=1[O:33][CH3:34])[C:4]([C:6]1[C:15](=[O:16])[C:14]2[C:9](=[CH:10][CH:11]=[CH:12][CH:13]=2)[N:8]([CH2:17][C:18]2[CH:23]=[CH:22][CH:21]=[C:20]([CH3:24])[N:19]=2)[CH:7]=1)=[O:5], predict the reactants needed to synthesize it. The reactants are: CON(C)[C:4]([C:6]1[C:15](=[O:16])[C:14]2[C:9](=[CH:10][CH:11]=[CH:12][CH:13]=2)[N:8]([CH2:17][C:18]2[CH:23]=[CH:22][CH:21]=[C:20]([CH3:24])[N:19]=2)[CH:7]=1)=[O:5].[F:26][C:27]1[CH:28]=[C:29]([Mg]Br)[CH:30]=[CH:31][C:32]=1[O:33][CH3:34]. (6) Given the product [ClH:24].[NH2:1][C:2]1[CH2:3][C:4]([C:17]([OH:19])=[O:18])=[CH:5][C:6]2[CH:12]=[CH:11][C:10]([C:13]([O:15][CH3:16])=[O:14])=[CH:9][C:7]=2[N:8]=1, predict the reactants needed to synthesize it. The reactants are: [NH2:1][C:2]1[CH2:3][C:4]([C:17]([O:19]C(C)(C)C)=[O:18])=[CH:5][C:6]2[CH:12]=[CH:11][C:10]([C:13]([O:15][CH3:16])=[O:14])=[CH:9][C:7]=2[N:8]=1.[ClH:24]. (7) Given the product [F:27][C:22]1[CH:21]=[C:20]([CH:13]([C:14]2[CH:15]=[CH:16][CH:17]=[CH:18][CH:19]=2)[O:12][C:5]2[CH:4]=[CH:3][C:2]([NH:1][C:39]([NH:38][C:32]3[CH:33]=[CH:34][C:35]([O:36][CH3:37])=[C:30]([O:29][CH3:28])[CH:31]=3)=[O:40])=[CH:11][C:6]=2[C:7]([O:9][CH3:10])=[O:8])[CH:25]=[CH:24][C:23]=1[F:26], predict the reactants needed to synthesize it. The reactants are: [NH2:1][C:2]1[CH:3]=[CH:4][C:5]([O:12][CH:13]([C:20]2[CH:25]=[CH:24][C:23]([F:26])=[C:22]([F:27])[CH:21]=2)[C:14]2[CH:19]=[CH:18][CH:17]=[CH:16][CH:15]=2)=[C:6]([CH:11]=1)[C:7]([O:9][CH3:10])=[O:8].[CH3:28][O:29][C:30]1[CH:31]=[C:32]([N:38]=[C:39]=[O:40])[CH:33]=[CH:34][C:35]=1[O:36][CH3:37].